Dataset: Catalyst prediction with 721,799 reactions and 888 catalyst types from USPTO. Task: Predict which catalyst facilitates the given reaction. (1) Reactant: [CH3:1][C:2]1[N:6]([CH:7]([C:9]2[CH:14]=[CH:13][CH:12]=[CH:11][CH:10]=2)[CH3:8])[N:5]=[CH:4][C:3]=1[C:15]([O:17]C)=[O:16].O.[OH-].[Li+].O1CCCC1.Cl. Product: [CH3:1][C:2]1[N:6]([CH:7]([C:9]2[CH:10]=[CH:11][CH:12]=[CH:13][CH:14]=2)[CH3:8])[N:5]=[CH:4][C:3]=1[C:15]([OH:17])=[O:16]. The catalyst class is: 72. (2) Reactant: [CH3:1][C:2]1[CH:7]=[CH:6][N:5]=[CH:4][C:3]=1[N:8]1[CH2:12][CH2:11][NH:10][C:9]1=[O:13].Br[C:15]1[S:23][C:22]2[CH:21]=[CH:20][N:19]=[C:18]([Cl:24])[C:17]=2[CH:16]=1.N[C@@H]1CCCC[C@H]1N.P([O-])([O-])([O-])=O.[K+].[K+].[K+]. Product: [Cl:24][C:18]1[C:17]2[CH:16]=[C:15]([N:10]3[CH2:11][CH2:12][N:8]([C:3]4[CH:4]=[N:5][CH:6]=[CH:7][C:2]=4[CH3:1])[C:9]3=[O:13])[S:23][C:22]=2[CH:21]=[CH:20][N:19]=1. The catalyst class is: 246. (3) Reactant: [O:1]1CCO[CH:2]1[C:6]1[CH:7]=[CH:8][C:9]2[O:13][C:12]([CH2:14][C:15]3[CH:20]=[CH:19][C:18]([F:21])=[CH:17][CH:16]=3)=[CH:11][C:10]=2[CH:22]=1.C(Br)(Br)(Br)Br.C1(P(C2C=CC=CC=2)C2C=CC=CC=2)C=CC=CC=1. Product: [F:21][C:18]1[CH:19]=[CH:20][C:15]([CH2:14][C:12]2[O:13][C:9]3[CH:8]=[CH:7][C:6]([CH:2]=[O:1])=[CH:22][C:10]=3[CH:11]=2)=[CH:16][CH:17]=1. The catalyst class is: 2. (4) Reactant: [CH3:1][C:2]1[CH:7]=[CH:6][N:5]=[C:4]([SH:8])[N:3]=1.IC.[C:11]([O-])([O-])=O.[K+].[K+]. Product: [CH3:1][C:2]1[CH:7]=[CH:6][N:5]=[C:4]([S:8][CH3:11])[N:3]=1. The catalyst class is: 1. (5) Reactant: [Br:1][C:2]1[CH:3]=[C:4]2[C:12]([C:13]3[CH:18]=[C:17]([N+:19]([O-:21])=[O:20])[CH:16]=[CH:15][C:14]=3F)=[CH:11][N:10]([CH3:23])[C:5]2=[C:6]([O:8][CH3:9])[N:7]=1.[F:24][C:25]1[CH:30]=[C:29]([F:31])[CH:28]=[CH:27][C:26]=1[OH:32].C(=O)([O-])[O-].[Cs+].[Cs+]. Product: [Br:1][C:2]1[CH:3]=[C:4]2[C:12]([C:13]3[CH:18]=[C:17]([N+:19]([O-:21])=[O:20])[CH:16]=[CH:15][C:14]=3[O:32][C:26]3[CH:27]=[CH:28][C:29]([F:31])=[CH:30][C:25]=3[F:24])=[CH:11][N:10]([CH3:23])[C:5]2=[C:6]([O:8][CH3:9])[N:7]=1. The catalyst class is: 16. (6) Reactant: [S:1]1[CH:5]=[CH:4][N:3]=[C:2]1C(C)C([O-])=O.[Na+].[S:12]1[C:16]2[CH:17]=[CH:18][CH:19]=[CH:20][C:15]=2[CH:14]=[C:13]1[C:21]1[CH:29]=[CH:28][C:27]([NH:30][C:31](=[O:36])[CH:32](Br)[CH2:33][CH3:34])=[CH:26][C:22]=1[C:23]([NH2:25])=[O:24].CN(C(ON1N=NC2C=CC=NC1=2)=[N+](C)C)C.F[P-](F)(F)(F)(F)F.CN1CCOCC1. Product: [S:12]1[C:16]2[CH:17]=[CH:18][CH:19]=[CH:20][C:15]=2[CH:14]=[C:13]1[C:21]1[CH:29]=[CH:28][C:27]([NH:30][C:31](=[O:36])[CH:32]([C:2]2[S:1][CH:5]=[CH:4][N:3]=2)[CH2:33][CH3:34])=[CH:26][C:22]=1[C:23]([NH2:25])=[O:24]. The catalyst class is: 3. (7) Reactant: CC1C=CC(S(O[CH2:12][CH:13]2[CH2:22][CH2:21][C:20]3[C:15](=[CH:16][C:17]([S:23]([CH3:26])(=[O:25])=[O:24])=[CH:18][CH:19]=3)[O:14]2)(=O)=O)=CC=1.[NH2:27][CH2:28][CH2:29][OH:30]. Product: [CH3:26][S:23]([C:17]1[CH:16]=[C:15]2[C:20]([CH2:21][CH2:22][CH:13]([CH2:12][NH:27][CH2:28][CH2:29][OH:30])[O:14]2)=[CH:19][CH:18]=1)(=[O:24])=[O:25]. The catalyst class is: 10. (8) Reactant: [Cl:1][C:2]1[N:7]=[C:6]([CH:8]=C)[CH:5]=[C:4]([CH3:10])[CH:3]=1.[O-:11][Mn](=O)(=O)=O.[K+:16].[OH2:17]. Product: [K+:16].[Cl:1][C:2]1[N:7]=[C:6]([C:8]([O-:11])=[O:17])[CH:5]=[C:4]([CH3:10])[CH:3]=1. The catalyst class is: 21. (9) Reactant: [CH2:1]([NH:4][C:5]1[CH:12]=[CH:11][C:8]([C:9]#[N:10])=[CH:7][C:6]=1[NH2:13])[CH:2]=[CH2:3].[N:14]([O-])=O.[Na+]. Product: [CH2:1]([N:4]1[C:5]2[CH:12]=[CH:11][C:8]([C:9]#[N:10])=[CH:7][C:6]=2[N:13]=[N:14]1)[CH:2]=[CH2:3]. The catalyst class is: 126. (10) Reactant: Cl[C:2]1[N:7]=[C:6]([Cl:8])[N:5]=[C:4]([O:9][C:10]2[C:15]([CH3:16])=[CH:14][C:13]([CH3:17])=[CH:12][C:11]=2[CH3:18])[N:3]=1.[OH:19][C:20]1[CH:27]=[CH:26][C:23]([CH:24]=[CH2:25])=[CH:22][CH:21]=1.[OH-].[Na+]. Product: [Cl:8][C:6]1[N:7]=[C:2]([O:19][C:20]2[CH:27]=[CH:26][C:23]([CH:24]=[CH2:25])=[CH:22][CH:21]=2)[N:3]=[C:4]([O:9][C:10]2[C:15]([CH3:16])=[CH:14][C:13]([CH3:17])=[CH:12][C:11]=2[CH3:18])[N:5]=1. The catalyst class is: 4.